Dataset: Reaction yield outcomes from USPTO patents with 853,638 reactions. Task: Predict the reaction yield, written as a fraction of the theoretical maximum amount of product (1.0 means a 100% yield; for example, 0.34 means a 34% yield). The reactants are [NH2:1][C:2]1[C:11]2[CH:10]=[CH:9][CH:8]=[C:7](Br)[C:6]=2[N:5]=[C:4]2[CH2:13][N:14]([CH:17]3[CH2:20][CH2:19][CH2:18]3)[C:15](=[O:16])[C:3]=12.C([Sn](CCCC)(CCCC)[C:26]1[CH:31]=[CH:30][N:29]=[CH:28][CH:27]=1)CCC. No catalyst specified. The product is [NH2:1][C:2]1[C:11]2[CH:10]=[CH:9][CH:8]=[C:7]([C:26]3[CH:31]=[CH:30][N:29]=[CH:28][CH:27]=3)[C:6]=2[N:5]=[C:4]2[CH2:13][N:14]([CH:17]3[CH2:20][CH2:19][CH2:18]3)[C:15](=[O:16])[C:3]=12. The yield is 0.555.